This data is from Catalyst prediction with 721,799 reactions and 888 catalyst types from USPTO. The task is: Predict which catalyst facilitates the given reaction. (1) Reactant: C(OC(=O)[NH:7][C@@H:8]([CH:33]1[CH2:38][CH2:37][CH2:36][CH2:35][CH2:34]1)[C:9]([N:11]1[C@H:16]([C:17](=[O:29])[NH:18][C@H:19]2[C:28]3[C:23](=[CH:24][CH:25]=[CH:26][CH:27]=3)[O:22][CH2:21][CH2:20]2)[CH2:15][N:14]2[CH2:30][CH2:31][CH2:32][C@H:13]2[CH2:12]1)=[O:10])(C)(C)C.C(OCC)(=O)C.[ClH:46]. Product: [ClH:46].[ClH:46].[NH2:7][C@@H:8]([CH:33]1[CH2:38][CH2:37][CH2:36][CH2:35][CH2:34]1)[C:9]([N:11]1[C@H:16]([C:17]([NH:18][C@H:19]2[C:28]3[C:23](=[CH:24][CH:25]=[CH:26][CH:27]=3)[O:22][CH2:21][CH2:20]2)=[O:29])[CH2:15][N:14]2[CH2:30][CH2:31][CH2:32][C@H:13]2[CH2:12]1)=[O:10]. The catalyst class is: 13. (2) Reactant: [Si]([O:8][C@@H:9]([CH3:36])[C@@H:10]([NH:24][C:25]1[C:33]2[CH:32]=[CH:31][S:30][C:29]=2[C:28]([C:34]#[N:35])=[CH:27][CH:26]=1)[C:11]1[O:12][C:13]([C:16]2[CH:21]=[CH:20][C:19]([C:22]#[N:23])=[CH:18][CH:17]=2)=[N:14][N:15]=1)(C(C)(C)C)(C)C.CCCC[N+](CCCC)(CCCC)CCCC.[F-]. Product: [C:22]([C:19]1[CH:20]=[CH:21][C:16]([C:13]2[O:12][C:11]([C@H:10]([NH:24][C:25]3[C:33]4[CH:32]=[CH:31][S:30][C:29]=4[C:28]([C:34]#[N:35])=[CH:27][CH:26]=3)[C@@H:9]([OH:8])[CH3:36])=[N:15][N:14]=2)=[CH:17][CH:18]=1)#[N:23]. The catalyst class is: 1. (3) Reactant: [Cl:1][C:2]1[CH:3]=[N:4][C:5]2[C:10]([CH:11]=1)=[CH:9][C:8]([C:12](OC)=[O:13])=[CH:7][CH:6]=2.O.O.O.O.O.O.O.O.O.O.S([O-])([O-])(=O)=O.[Na+].[Na+]. Product: [Cl:1][C:2]1[CH:3]=[N:4][C:5]2[C:10]([CH:11]=1)=[CH:9][C:8]([CH2:12][OH:13])=[CH:7][CH:6]=2. The catalyst class is: 1. (4) The catalyst class is: 8. Reactant: [C:1]([C:4]1[CH:9]=[CH:8][C:7]([NH:10][C:11](=[O:16])[C:12]([F:15])([F:14])[F:13])=[C:6](Br)[CH:5]=1)(=[O:3])[CH3:2].[Br-:18].[Br-].[Br-].[CH2:21]([N+](CCCC)(CCCC)CCCC)CCC.C([N+](CCCC)(CCCC)CCCC)CCC.C([N+](CCCC)(CCCC)CCCC)CCC. Product: [Br:18][CH2:2][C:1]([C:4]1[CH:9]=[CH:8][C:7]([NH:10][C:11](=[O:16])[C:12]([F:15])([F:14])[F:13])=[C:6]([CH3:21])[CH:5]=1)=[O:3]. (5) Product: [NH:1]1[C:9]2[C:4](=[CH:5][CH:6]=[CH:7][CH:8]=2)[CH:3]=[C:2]1[C:10]1[C:18]2[C:13](=[CH:14][CH:15]=[C:16]([OH:19])[CH:17]=2)[NH:12][N:11]=1. Reactant: [NH:1]1[C:9]2[C:4](=[CH:5][CH:6]=[CH:7][CH:8]=2)[CH:3]=[C:2]1[C:10]1[C:18]2[C:13](=[CH:14][CH:15]=[C:16]([O:19]C3C=CC=CC=3)[CH:17]=2)[NH:12][N:11]=1.C([O-])=O.[NH4+]. The catalyst class is: 29. (6) The catalyst class is: 5. Reactant: [Cl:1][C:2]1[C:3]([NH:22][C@@H:23]2[C@@H:28]3[CH2:29][C@@H:25]([CH:26]=[CH:27]3)[C@@H:24]2[C:30]([NH2:32])=[O:31])=[C:4]2[N:10]=[C:9]([C:11]3[CH:12]=[N:13][N:14]([CH:16]4[CH2:21][CH2:20][NH:19][CH2:18][CH2:17]4)[CH:15]=3)[NH:8][C:5]2=[N:6][CH:7]=1.[CH2:33]1[O:36][C@@H:34]1[CH3:35].C(=O)([O-])[O-]. Product: [Cl:1][C:2]1[C:3]([NH:22][C@@H:23]2[C@@H:28]3[CH2:29][C@@H:25]([CH:26]=[CH:27]3)[C@@H:24]2[C:30]([NH2:32])=[O:31])=[C:4]2[N:10]=[C:9]([C:11]3[CH:12]=[N:13][N:14]([CH:16]4[CH2:21][CH2:20][N:19]([CH2:33][C@H:34]([OH:36])[CH3:35])[CH2:18][CH2:17]4)[CH:15]=3)[NH:8][C:5]2=[N:6][CH:7]=1. (7) Reactant: C([O:5][C:6]([CH:8]1[CH:12]([C:13]2[CH:18]=[CH:17][CH:16]=[C:15]([Cl:19])[C:14]=2[F:20])[C:11]([C:23]2[CH:28]=[CH:27][C:26]([Cl:29])=[CH:25][CH:24]=2)([C:21]#[N:22])[CH:10]([CH2:30][C:31]([CH3:34])([CH3:33])[CH3:32])[NH:9]1)=[O:7])(C)(C)C.[F:35][C:36]([F:41])([F:40])[C:37]([OH:39])=[O:38]. Product: [F:35][C:36]([F:41])([F:40])[C:37]([OH:39])=[O:38].[Cl:19][C:15]1[C:14]([F:20])=[C:13]([CH:12]2[C:11]([C:23]3[CH:28]=[CH:27][C:26]([Cl:29])=[CH:25][CH:24]=3)([C:21]#[N:22])[CH:10]([CH2:30][C:31]([CH3:34])([CH3:32])[CH3:33])[NH:9][CH:8]2[C:6]([OH:7])=[O:5])[CH:18]=[CH:17][CH:16]=1. The catalyst class is: 4. (8) Reactant: [CH3:1][NH:2][C:3]([NH:5][NH2:6])=[O:4].[CH2:7]([O:14][CH2:15][C:16](Cl)=O)[C:8]1[CH:13]=[CH:12][CH:11]=[CH:10][CH:9]=1.[OH-].[Na+]. Product: [CH2:7]([O:14][CH2:15][C:16]1[N:2]([CH3:1])[C:3](=[O:4])[NH:5][N:6]=1)[C:8]1[CH:9]=[CH:10][CH:11]=[CH:12][CH:13]=1. The catalyst class is: 1. (9) Reactant: [H-].[Al+3].[Li+].[H-].[H-].[H-].[NH2:7][C:8]1[C:9]([C:15](OC)=[O:16])=[N:10][C:11]([Br:14])=[CH:12][N:13]=1.O.[OH-].[Na+]. Product: [NH2:7][C:8]1[C:9]([CH2:15][OH:16])=[N:10][C:11]([Br:14])=[CH:12][N:13]=1. The catalyst class is: 1. (10) Reactant: Br[CH2:2][C:3]1[CH:4]=[C:5]([NH:9][C:10]2[N:15]=[C:14]([NH:16][CH2:17][CH2:18][C:19]3[CH:20]=[C:21]([OH:25])[CH:22]=[CH:23][CH:24]=3)[C:13]([Cl:26])=[CH:12][N:11]=2)[CH:6]=[CH:7][CH:8]=1.[OH-].[Na+].Cl. Product: [Cl:26][C:13]1[CH:12]=[N:11][C:10]2=[N:15][C:14]=1[NH:16][CH2:17][CH2:18][C:19]1[CH:20]=[C:21]([O:25][CH2:2][C:3]3[CH:4]=[C:5]([NH:9]2)[CH:6]=[CH:7][CH:8]=3)[CH:22]=[CH:23][CH:24]=1. The catalyst class is: 30.